Dataset: Catalyst prediction with 721,799 reactions and 888 catalyst types from USPTO. Task: Predict which catalyst facilitates the given reaction. (1) Reactant: [CH3:1][O:2][C:3]1[N:11]=[CH:10][CH:9]=[CH:8][C:4]=1C(O)=O.C([N:14]([CH2:17]C)CC)C.C1(P(N=[N+]=[N-])(C2C=CC=CC=2)=[O:26])C=CC=CC=1.[C:36]1([C:42]2[N:46]=[C:45]([N:47]3[CH2:52][CH2:51][NH:50][CH2:49][CH2:48]3)[S:44][N:43]=2)[CH:41]=[CH:40][CH:39]=[CH:38][CH:37]=1. Product: [CH3:1][O:2][C:3]1[C:4]([NH:14][C:17]([N:50]2[CH2:51][CH2:52][N:47]([C:45]3[S:44][N:43]=[C:42]([C:36]4[CH:37]=[CH:38][CH:39]=[CH:40][CH:41]=4)[N:46]=3)[CH2:48][CH2:49]2)=[O:26])=[CH:8][CH:9]=[CH:10][N:11]=1. The catalyst class is: 93. (2) Reactant: [H-].[Na+].[CH3:3][CH:4]([OH:6])[CH3:5].[Br:7][C:8]1[CH:13]=[C:12](F)[CH:11]=[C:10]([Br:15])[CH:9]=1.C([O-])(O)=O.[Na+]. The catalyst class is: 3. Product: [Br:7][C:8]1[CH:13]=[C:12]([O:6][CH:4]([CH3:5])[CH3:3])[CH:11]=[C:10]([Br:15])[CH:9]=1. (3) Reactant: C([N:8]1[CH2:13][CH2:12][CH2:11][C@@H:10]([N:14]2[CH2:23][CH2:22][C:21]3[C:16](=[CH:17][CH:18]=[C:19]([C:24]4[CH:29]=[CH:28][C:27]([C:30]([N:32]5[CH2:36][CH2:35][CH2:34][CH2:33]5)=[O:31])=[CH:26][CH:25]=4)[CH:20]=3)[C:15]2=[O:37])[CH2:9]1)C1C=CC=CC=1. Product: [NH:8]1[CH2:13][CH2:12][CH2:11][C@@H:10]([N:14]2[CH2:23][CH2:22][C:21]3[C:16](=[CH:17][CH:18]=[C:19]([C:24]4[CH:29]=[CH:28][C:27]([C:30]([N:32]5[CH2:33][CH2:34][CH2:35][CH2:36]5)=[O:31])=[CH:26][CH:25]=4)[CH:20]=3)[C:15]2=[O:37])[CH2:9]1. The catalyst class is: 5. (4) Reactant: [CH3:1][O:2][CH2:3][CH2:4][O:5][CH2:6][C:7](=[O:14])[CH2:8][C:9]([O:11][CH2:12][CH3:13])=[O:10].S(Cl)([Cl:18])(=O)=O. Product: [Cl:18][CH:8]([C:7](=[O:14])[CH2:6][O:5][CH2:4][CH2:3][O:2][CH3:1])[C:9]([O:11][CH2:12][CH3:13])=[O:10]. The catalyst class is: 91. (5) Reactant: [C:1](Cl)(=[O:3])[CH3:2].[CH2:5]([O:12][C:13]([N:15]1[CH2:20][C@H:19]([O:21][CH2:22][C:23]2[CH:24]=[CH:25][C:26]3[O:31][CH2:30][CH2:29][N:28]([CH2:32][CH2:33][CH2:34][O:35][CH3:36])[C:27]=3[CH:37]=2)[C@@H:18]([C:38]2[CH:43]=[CH:42][C:41]([CH2:44][O:45][CH2:46][C@@H:47]([CH3:51])[CH2:48][O:49][CH3:50])=[CH:40][CH:39]=2)[C@H:17]([CH2:52][NH2:53])[CH2:16]1)=[O:14])[C:6]1[CH:11]=[CH:10][CH:9]=[CH:8][CH:7]=1.C(N(CC)CC)C. Product: [CH2:5]([O:12][C:13]([N:15]1[CH2:20][C@H:19]([O:21][CH2:22][C:23]2[CH:24]=[CH:25][C:26]3[O:31][CH2:30][CH2:29][N:28]([CH2:32][CH2:33][CH2:34][O:35][CH3:36])[C:27]=3[CH:37]=2)[C@@H:18]([C:38]2[CH:43]=[CH:42][C:41]([CH2:44][O:45][CH2:46][C@@H:47]([CH3:51])[CH2:48][O:49][CH3:50])=[CH:40][CH:39]=2)[C@H:17]([CH2:52][NH:53][C:1](=[O:3])[CH3:2])[CH2:16]1)=[O:14])[C:6]1[CH:11]=[CH:10][CH:9]=[CH:8][CH:7]=1. The catalyst class is: 4.